This data is from Full USPTO retrosynthesis dataset with 1.9M reactions from patents (1976-2016). The task is: Predict the reactants needed to synthesize the given product. (1) Given the product [C:15]1([C:21]2[N:1]([C:9]3[CH:10]=[CH:11][CH:12]=[CH:13][CH:14]=3)[C:27]([C:28]3[CH:29]=[CH:30][CH:31]=[CH:32][CH:33]=3)=[C:26]3[CH2:25][CH2:24][CH2:23][C:22]=23)[CH:20]=[CH:19][CH:18]=[CH:17][CH:16]=1, predict the reactants needed to synthesize it. The reactants are: [N:1]([C:9]1[CH:14]=[CH:13][CH:12]=[CH:11][CH:10]=1)=[N:1][C:9]1[CH:14]=[CH:13][CH:12]=[CH:11][CH:10]=1.[C:15]1([C:21]#[C:22][CH2:23][CH2:24][CH2:25][C:26]#[C:27][C:28]2[CH:33]=[CH:32][CH:31]=[CH:30][CH:29]=2)[CH:20]=[CH:19][CH:18]=[CH:17][CH:16]=1.FC(F)(F)C1C=CC=CC=1. (2) Given the product [CH:34]([C:33]1[CH:28]=[CH:29][C:30]2[O:38][CH2:37][O:36][C:31]=2[CH:32]=1)=[CH2:1], predict the reactants needed to synthesize it. The reactants are: [CH3:1]C([O-])(C)C.[K+].[I-].C[P+](C1C=CC=CC=1)(C1C=CC=CC=1)C1C=CC=CC=1.[CH:28]1[C:33]([CH:34]=O)=[CH:32][C:31]2[O:36][CH2:37][O:38][C:30]=2[CH:29]=1. (3) Given the product [ClH:16].[CH3:1][O:2][CH:3]1[CH2:8][CH2:7][NH:6][CH2:5][CH2:4]1, predict the reactants needed to synthesize it. The reactants are: [CH3:1][O:2][CH:3]1[CH2:8][CH2:7][N:6](C(OC(C)(C)C)=O)[CH2:5][CH2:4]1.[ClH:16]. (4) Given the product [Cl:24][C:21]1[CH:20]=[CH:19][C:18]([C:11]([N:6]2[C:7]3[C:3](=[C:2]([NH:1][S:33]([CH3:32])(=[O:35])=[O:34])[CH:10]=[CH:9][CH:8]=3)[CH:4]=[N:5]2)([CH2:16][CH3:17])/[CH:12]=[CH:13]/[C:14]#[N:15])=[CH:23][CH:22]=1, predict the reactants needed to synthesize it. The reactants are: [NH2:1][C:2]1[CH:10]=[CH:9][CH:8]=[C:7]2[C:3]=1[CH:4]=[N:5][N:6]2[C:11]([C:18]1[CH:23]=[CH:22][C:21]([Cl:24])=[CH:20][CH:19]=1)([CH2:16][CH3:17])/[CH:12]=[CH:13]/[C:14]#[N:15].CN1CCOCC1.[CH3:32][S:33](Cl)(=[O:35])=[O:34]. (5) Given the product [CH:1]1([NH:7][C:8]2[C:9]3[CH:25]=[N:24][N:23]([CH2:26][CH3:27])[C:10]=3[N:11]=[CH:12][C:13]=2[C:14]2[CH2:18][C:17]3([CH2:22][CH2:21][S:20](=[O:30])[CH2:19]3)[O:16][N:15]=2)[CH2:2][CH2:3][CH2:4][CH2:5][CH2:6]1, predict the reactants needed to synthesize it. The reactants are: [CH:1]1([NH:7][C:8]2[C:9]3[CH:25]=[N:24][N:23]([CH2:26][CH3:27])[C:10]=3[N:11]=[CH:12][C:13]=2[C:14]2[CH2:18][C:17]3([CH2:22][CH2:21][S:20][CH2:19]3)[O:16][N:15]=2)[CH2:6][CH2:5][CH2:4][CH2:3][CH2:2]1.O.I([O-])(=O)(=O)=[O:30].[Na+]. (6) Given the product [CH3:20][C:16]1[NH:17][C:18](=[O:19])[C:13]([C:11]2[N:12]=[C:8]([C:6]3[CH:5]=[CH:4][N:3]=[C:2]([NH:33][CH2:32][C:28]4[CH:27]=[N:26][CH:31]=[CH:30][CH:29]=4)[CH:7]=3)[S:9][CH:10]=2)=[CH:14][C:15]=1[C:21]([O:23][CH2:24][CH3:25])=[O:22], predict the reactants needed to synthesize it. The reactants are: Cl[C:2]1[CH:7]=[C:6]([C:8]2[S:9][CH:10]=[C:11]([C:13]3[C:18](=[O:19])[NH:17][C:16]([CH3:20])=[C:15]([C:21]([O:23][CH2:24][CH3:25])=[O:22])[CH:14]=3)[N:12]=2)[CH:5]=[CH:4][N:3]=1.[N:26]1[CH:31]=[CH:30][CH:29]=[C:28]([CH2:32][NH2:33])[CH:27]=1. (7) Given the product [F:27][C:26]([F:28])([F:29])[C:23]([C:21]1[N:20]=[N:19][N:18]([CH2:17][C:13]2[CH:14]=[CH:15][N:16]3[C:11]([CH:12]=2)=[CH:10][C:9]([C:31]2[N:47]=[N:48][NH:49][N:32]=2)=[C:8]3[C:5]2[CH:4]=[CH:3][C:2]([F:1])=[CH:7][CH:6]=2)[CH:22]=1)([OH:30])[CH2:24][CH3:25], predict the reactants needed to synthesize it. The reactants are: [F:1][C:2]1[CH:7]=[CH:6][C:5]([C:8]2[N:16]3[C:11]([CH:12]=[C:13]([CH2:17][N:18]4[CH:22]=[C:21]([C:23]([OH:30])([C:26]([F:29])([F:28])[F:27])[CH2:24][CH3:25])[N:20]=[N:19]4)[CH:14]=[CH:15]3)=[CH:10][C:9]=2[C:31]#[N:32])=[CH:4][CH:3]=1.C([Sn](=O)CCCC)CCC.C[Si]([N:47]=[N+:48]=[N-:49])(C)C. (8) Given the product [Cl:1][C:2]1[CH:7]=[CH:6][CH:5]=[CH:4][C:3]=1[CH:8]([O:10][C:11]1[CH:15]=[C:14]([N:16]2[C:24]3[CH:23]=[CH:22][N:21]=[CH:20][C:19]=3[N:18]=[CH:17]2)[S:13][C:12]=1[C:25]([NH2:29])=[O:27])[CH3:9], predict the reactants needed to synthesize it. The reactants are: [Cl:1][C:2]1[CH:7]=[CH:6][CH:5]=[CH:4][C:3]=1[CH:8]([O:10][C:11]1[CH:15]=[C:14]([N:16]2[C:24]3[CH:23]=[CH:22][N:21]=[CH:20][C:19]=3[N:18]=[CH:17]2)[S:13][C:12]=1[C:25]([O:27]C)=O)[CH3:9].[NH3:29]. (9) Given the product [C:28]([C:27]1[CH:30]=[CH:31][C:24]([N:18]2[C@@H:17]([CH3:16])[CH2:22][N:21]([C:10]([NH:9][C:6]3[CH:7]=[N:8][C:3]([C:2]([F:1])([F:14])[F:15])=[CH:4][CH:5]=3)=[O:13])[C@H:20]([CH3:23])[CH2:19]2)=[CH:25][C:26]=1[O:32][CH3:33])#[N:29], predict the reactants needed to synthesize it. The reactants are: [F:1][C:2]([F:15])([F:14])[C:3]1[N:8]=[CH:7][C:6]([NH:9][C:10](=[O:13])OC)=[CH:5][CH:4]=1.[CH3:16][C@H:17]1[CH2:22][NH:21][C@H:20]([CH3:23])[CH2:19][N:18]1[C:24]1[CH:31]=[CH:30][C:27]([C:28]#[N:29])=[C:26]([O:32][CH3:33])[CH:25]=1.C1CCN2C(=NCCC2)CC1. (10) Given the product [Cl:1][C:2]1[C:3]2[CH:10]=[CH:9][N:8]([CH2:14][C:15]3[C:16]([C:26]4[CH:31]=[CH:30][CH:29]=[CH:28][C:27]=4[Cl:32])=[N:17][C:18]4[C:23]([CH:24]=3)=[CH:22][CH:21]=[CH:20][C:19]=4[CH3:25])[C:4]=2[N:5]=[CH:6][N:7]=1, predict the reactants needed to synthesize it. The reactants are: [Cl:1][C:2]1[C:3]2[CH:10]=[CH:9][NH:8][C:4]=2[N:5]=[CH:6][N:7]=1.[H-].[Na+].Cl[CH2:14][C:15]1[C:16]([C:26]2[CH:31]=[CH:30][CH:29]=[CH:28][C:27]=2[Cl:32])=[N:17][C:18]2[C:23]([CH:24]=1)=[CH:22][CH:21]=[CH:20][C:19]=2[CH3:25].